Dataset: Full USPTO retrosynthesis dataset with 1.9M reactions from patents (1976-2016). Task: Predict the reactants needed to synthesize the given product. (1) Given the product [C:15]1([C:7]2[C:6]([C:4]3[N:3]=[CH:2][N:1]([C:22]4[N:27]=[CH:26][CH:25]=[CH:24][N:23]=4)[CH:5]=3)=[C:10]([C:11]([F:14])([F:12])[F:13])[O:9][N:8]=2)[CH:16]=[CH:17][CH:18]=[CH:19][CH:20]=1, predict the reactants needed to synthesize it. The reactants are: [NH:1]1[CH:5]=[C:4]([C:6]2[C:7]([C:15]3[CH:20]=[CH:19][CH:18]=[CH:17][CH:16]=3)=[N:8][O:9][C:10]=2[C:11]([F:14])([F:13])[F:12])[N:3]=[CH:2]1.Cl[C:22]1[N:27]=[CH:26][CH:25]=[CH:24][N:23]=1. (2) Given the product [CH3:14][O:13][C:12]1[C:11]([O:15][CH3:16])=[CH:10][C:9]([C:17](=[O:18])[C:19]2[CH:20]=[CH:21][C:22]([CH3:25])=[CH:23][CH:24]=2)=[CH:8][C:7]=1[C:2]([OH:3])=[O:1], predict the reactants needed to synthesize it. The reactants are: [O:1]1CCC[O:3][CH:2]1[C:7]1[CH:8]=[C:9]([CH:17]([C:19]2[CH:24]=[CH:23][C:22]([CH3:25])=[CH:21][CH:20]=2)[OH:18])[CH:10]=[C:11]([O:15][CH3:16])[C:12]=1[O:13][CH3:14].[Na+].[Cl-].